This data is from NCI-60 drug combinations with 297,098 pairs across 59 cell lines. The task is: Regression. Given two drug SMILES strings and cell line genomic features, predict the synergy score measuring deviation from expected non-interaction effect. (1) Drug 1: CCCCCOC(=O)NC1=NC(=O)N(C=C1F)C2C(C(C(O2)C)O)O. Drug 2: CC12CCC3C(C1CCC2OP(=O)(O)O)CCC4=C3C=CC(=C4)OC(=O)N(CCCl)CCCl.[Na+]. Cell line: IGROV1. Synergy scores: CSS=5.53, Synergy_ZIP=-4.64, Synergy_Bliss=-2.63, Synergy_Loewe=-11.4, Synergy_HSA=-4.43. (2) Drug 1: COC1=NC(=NC2=C1N=CN2C3C(C(C(O3)CO)O)O)N. Drug 2: C1C(C(OC1N2C=NC3=C2NC=NCC3O)CO)O. Cell line: NCI-H522. Synergy scores: CSS=-1.58, Synergy_ZIP=0.867, Synergy_Bliss=-0.282, Synergy_Loewe=-4.60, Synergy_HSA=-3.55. (3) Drug 1: C1C(C(OC1N2C=NC3=C(N=C(N=C32)Cl)N)CO)O. Drug 2: CC12CCC3C(C1CCC2OP(=O)(O)O)CCC4=C3C=CC(=C4)OC(=O)N(CCCl)CCCl.[Na+]. Cell line: LOX IMVI. Synergy scores: CSS=6.46, Synergy_ZIP=-7.25, Synergy_Bliss=-5.87, Synergy_Loewe=-24.2, Synergy_HSA=-8.56. (4) Drug 1: C1=C(C(=O)NC(=O)N1)N(CCCl)CCCl. Drug 2: C1=CC(=CC=C1C#N)C(C2=CC=C(C=C2)C#N)N3C=NC=N3. Cell line: IGROV1. Synergy scores: CSS=18.2, Synergy_ZIP=-4.99, Synergy_Bliss=-9.03, Synergy_Loewe=-7.68, Synergy_HSA=-6.84. (5) Drug 1: CC1=C(C=C(C=C1)C(=O)NC2=CC(=CC(=C2)C(F)(F)F)N3C=C(N=C3)C)NC4=NC=CC(=N4)C5=CN=CC=C5. Drug 2: C1CN(CCN1C(=O)CCBr)C(=O)CCBr. Cell line: MDA-MB-231. Synergy scores: CSS=5.42, Synergy_ZIP=-1.44, Synergy_Bliss=3.95, Synergy_Loewe=0.599, Synergy_HSA=1.38.